From a dataset of Forward reaction prediction with 1.9M reactions from USPTO patents (1976-2016). Predict the product of the given reaction. (1) Given the reactants [Cl:1][C:2]1[CH:9]=[C:8]([N:10]2[CH2:14][CH2:13][CH2:12][CH2:11]2)[CH:7]=[CH:6][C:3]=1[CH:4]=O.[N:15]1([C:21]([O:23][C:24]([CH3:27])([CH3:26])[CH3:25])=[O:22])[CH2:20][CH2:19][NH:18][CH2:17][CH2:16]1.ClCCCl.C(O[BH-](OC(=O)C)OC(=O)C)(=O)C.[Na+], predict the reaction product. The product is: [Cl:1][C:2]1[CH:9]=[C:8]([N:10]2[CH2:14][CH2:13][CH2:12][CH2:11]2)[CH:7]=[CH:6][C:3]=1[CH2:4][N:18]1[CH2:17][CH2:16][N:15]([C:21]([O:23][C:24]([CH3:27])([CH3:26])[CH3:25])=[O:22])[CH2:20][CH2:19]1. (2) Given the reactants C1(S(N2CCC(O[C:17]3[N:22]=[C:21]([O:23][CH2:24][C:25]([F:28])([F:27])[F:26])[N:20]=[C:19]([NH:29][C:30]4[CH:35]=[CH:34][CH:33]=[C:32]([C:36]([F:39])([F:38])[F:37])[CH:31]=4)[N:18]=3)CC2)(=O)=O)C=CC=CC=1.CC[N:42]([CH2:45][CH3:46])[CH2:43][CH3:44].[N:47]1[CH:52]=[CH:51][CH:50]=[C:49]([S:53](Cl)(=[O:55])=[O:54])[CH:48]=1.[C:57](#[N:59])C, predict the reaction product. The product is: [N:47]1[CH:52]=[CH:51][CH:50]=[C:49]([S:53]([N:42]2[CH2:43][CH2:44][CH:57]([NH:59][C:17]3[N:18]=[C:19]([NH:29][C:30]4[CH:35]=[CH:34][CH:33]=[C:32]([C:36]([F:38])([F:39])[F:37])[CH:31]=4)[N:20]=[C:21]([O:23][CH2:24][C:25]([F:27])([F:26])[F:28])[N:22]=3)[CH2:46][CH2:45]2)(=[O:55])=[O:54])[CH:48]=1. (3) Given the reactants [Na].[Cl:2][C:3]1[N:8]=[C:7](Cl)[C:6]([F:10])=[CH:5][N:4]=1.[CH3:11][OH:12], predict the reaction product. The product is: [Cl:2][C:3]1[N:8]=[C:7]([O:12][CH3:11])[C:6]([F:10])=[CH:5][N:4]=1. (4) Given the reactants [Br:1][C:2]1[CH:3]=[CH:4][C:5]([NH:9][NH2:10])=[C:6]([OH:8])[CH:7]=1.CC1C=CC(S([O-])(=O)=O)=CC=1.[Cl:22][CH:23]([C:27](=O)[CH3:28])[C:24](=O)[CH3:25], predict the reaction product. The product is: [Br:1][C:2]1[CH:3]=[CH:4][C:5]([N:9]2[C:27]([CH3:28])=[C:23]([Cl:22])[C:24]([CH3:25])=[N:10]2)=[C:6]([OH:8])[CH:7]=1.